This data is from Forward reaction prediction with 1.9M reactions from USPTO patents (1976-2016). The task is: Predict the product of the given reaction. (1) Given the reactants [CH3:1][N:2]([CH3:26])[CH2:3][CH:4]([OH:25])[CH2:5][O:6][CH2:7][CH2:8][CH2:9][CH2:10][CH2:11][CH2:12][CH2:13][CH2:14]/[CH:15]=[CH:16]\[CH2:17]/[CH:18]=[CH:19]\[CH2:20][CH2:21][CH2:22][CH2:23][CH3:24].[H-].[Na+].CS(O[CH2:34][CH2:35][CH2:36][CH2:37][CH2:38][CH2:39][CH2:40][CH2:41][O:42][C@H:43]1[CH2:67][CH2:66][C@@:65]2([CH3:68])[C:45](=[CH:46][CH2:47][C@@H:48]3[C@@H:64]2[CH2:63][CH2:62][C@@:61]2([CH3:69])[C@H:49]3[CH2:50][CH2:51][C@@H:52]2[C@H:53]([CH3:60])[CH2:54][CH2:55][CH2:56][CH:57]([CH3:59])[CH3:58])[CH2:44]1)(=O)=O.C(OCC)(=O)C, predict the reaction product. The product is: [CH3:59][CH:57]([CH2:56][CH2:55][CH2:54][C@H:53]([C@@H:52]1[C@:61]2([CH3:69])[C@H:49]([C@H:48]3[C@H:64]([CH2:63][CH2:62]2)[C@:65]2([CH3:68])[C:45]([CH2:44][C@@H:43]([O:42][CH2:41][CH2:40][CH2:39][CH2:38][CH2:37][CH2:36][CH2:35][CH2:34][O:25][CH:4]([CH2:5][O:6][CH2:7][CH2:8][CH2:9][CH2:10][CH2:11][CH2:12][CH2:13][CH2:14]/[CH:15]=[CH:16]\[CH2:17]/[CH:18]=[CH:19]\[CH2:20][CH2:21][CH2:22][CH2:23][CH3:24])[CH2:3][N:2]([CH3:1])[CH3:26])[CH2:67][CH2:66]2)=[CH:46][CH2:47]3)[CH2:50][CH2:51]1)[CH3:60])[CH3:58]. (2) Given the reactants S(=O)(=O)(O)O.[O:6]1[CH:11]=[CH:10][CH:9]=[CH:8][NH:7]1.[N+:12]([O-])([OH:14])=[O:13].C(=O)([O-])[O-].[Na+].[Na+], predict the reaction product. The product is: [N+:12]([C:8]1[NH:7][O:6][CH:11]=[CH:10][CH:9]=1)([O-:14])=[O:13]. (3) Given the reactants [NH2:1][C:2]1[CH:7]=[CH:6][C:5]([C:8]2[CH:13]=[CH:12][C:11]([S:14]([N:17]3[CH:21]([C:22]([OH:24])=[O:23])[CH2:20][CH:19]4[CH2:25][CH2:26][CH2:27][CH:18]34)(=[O:16])=[O:15])=[CH:10][CH:9]=2)=[CH:4][CH:3]=1.N1C=CC=CC=1.[C:34](Cl)(=[O:41])[C:35]1[CH:40]=[CH:39][CH:38]=[CH:37][CH:36]=1, predict the reaction product. The product is: [C:34]([NH:1][C:2]1[CH:7]=[CH:6][C:5]([C:8]2[CH:9]=[CH:10][C:11]([S:14]([N:17]3[CH:21]([C:22]([OH:24])=[O:23])[CH2:20][CH:19]4[CH2:25][CH2:26][CH2:27][CH:18]34)(=[O:16])=[O:15])=[CH:12][CH:13]=2)=[CH:4][CH:3]=1)(=[O:41])[C:35]1[CH:40]=[CH:39][CH:38]=[CH:37][CH:36]=1.